This data is from TCR-epitope binding with 47,182 pairs between 192 epitopes and 23,139 TCRs. The task is: Binary Classification. Given a T-cell receptor sequence (or CDR3 region) and an epitope sequence, predict whether binding occurs between them. (1) The epitope is EPLPQGQLTAY. The TCR CDR3 sequence is CASSLSLTRGDTQYF. Result: 0 (the TCR does not bind to the epitope). (2) The epitope is FLKEKGGL. The TCR CDR3 sequence is CASRVGQGVVGGLFF. Result: 1 (the TCR binds to the epitope). (3) The epitope is TPINLVRDL. The TCR CDR3 sequence is CASSLYGEDATEAFF. Result: 1 (the TCR binds to the epitope).